Dataset: Full USPTO retrosynthesis dataset with 1.9M reactions from patents (1976-2016). Task: Predict the reactants needed to synthesize the given product. (1) Given the product [C:1]1([C:29]2[CH:30]=[CH:31][CH:32]=[CH:33][CH:34]=2)[CH:2]=[CH:3][C:4]([NH:7][C:8](=[O:28])[C:9]2[CH:14]=[CH:13][C:12]([S:15]([CH3:17])(=[O:35])=[O:16])=[C:11]([NH:18][C:19](=[O:27])[CH2:20][N:21]3[CH2:26][CH2:25][O:24][CH2:23][CH2:22]3)[CH:10]=2)=[CH:5][CH:6]=1, predict the reactants needed to synthesize it. The reactants are: [C:1]1([C:29]2[CH:34]=[CH:33][CH:32]=[CH:31][CH:30]=2)[CH:6]=[CH:5][C:4]([NH:7][C:8](=[O:28])[C:9]2[CH:14]=[CH:13][C:12]([S:15]([CH3:17])=[O:16])=[C:11]([NH:18][C:19](=[O:27])[CH2:20][N:21]3[CH2:26][CH2:25][O:24][CH2:23][CH2:22]3)[CH:10]=2)=[CH:3][CH:2]=1.[OH:35]OS([O-])=O.[K+].ClCCl.S([O-])(O)=O.[Na+]. (2) Given the product [CH:26]1([N:24]([CH3:25])[CH:20]2[CH2:19][CH2:18][C:17]([CH3:30])([CH3:29])[C:16]3[CH:15]=[C:14]([C:13]#[C:12][C:9]4[CH:10]=[CH:11][C:6]([CH2:5][C:4]([OH:32])=[O:3])=[C:7]([F:31])[CH:8]=4)[CH:23]=[CH:22][C:21]2=3)[CH2:28][CH2:27]1, predict the reactants needed to synthesize it. The reactants are: C([O:3][C:4](=[O:32])[CH2:5][C:6]1[CH:11]=[CH:10][C:9]([C:12]#[C:13][C:14]2[CH:23]=[CH:22][C:21]3[CH:20]([N:24]([CH:26]4[CH2:28][CH2:27]4)[CH3:25])[CH2:19][CH2:18][C:17]([CH3:30])([CH3:29])[C:16]=3[CH:15]=2)=[CH:8][C:7]=1[F:31])C.CO.O1CCCC1.O.[OH-].[Li+].